Dataset: Forward reaction prediction with 1.9M reactions from USPTO patents (1976-2016). Task: Predict the product of the given reaction. (1) The product is: [Cl:22][C:19]1[CH:18]=[CH:17][C:16]([C:13]2[CH:12]=[N:11][CH:10]=[C:9]3[C:14]=2[CH:15]=[C:6]([C:4]([OH:5])=[O:3])[CH:7]=[N:8]3)=[CH:21][CH:20]=1. Given the reactants C([O:3][C:4]([C:6]1[CH:7]=[N:8][C:9]2[C:14]([CH:15]=1)=[C:13]([C:16]1[CH:21]=[CH:20][C:19]([Cl:22])=[CH:18][CH:17]=1)[CH:12]=[N:11][CH:10]=2)=[O:5])C.O1CCOCC1.[OH-].[Li+], predict the reaction product. (2) Given the reactants [F:1][C:2]1[CH:7]=[CH:6][C:5]([S:8](Cl)(=[O:10])=[O:9])=[C:4]([CH2:12][C@@H:13]2[CH2:17][CH2:16][N:15]([C:18](=[O:23])[C:19]([F:22])([F:21])[F:20])[CH2:14]2)[CH:3]=1.[NH2:24][C:25]1[C:34]([C:35]([O:37][CH3:38])=[O:36])=[C:33]2[C:28]([CH:29]3[CH2:39][CH:30]3[CH2:31][O:32]2)=[C:27]([F:40])[CH:26]=1, predict the reaction product. The product is: [F:40][C:27]1[CH:26]=[C:25]([NH:24][S:8]([C:5]2[CH:6]=[CH:7][C:2]([F:1])=[CH:3][C:4]=2[CH2:12][C@@H:13]2[CH2:17][CH2:16][N:15]([C:18](=[O:23])[C:19]([F:22])([F:21])[F:20])[CH2:14]2)(=[O:10])=[O:9])[C:34]([C:35]([O:37][CH3:38])=[O:36])=[C:33]2[C:28]=1[CH:29]1[CH2:39][CH:30]1[CH2:31][O:32]2. (3) Given the reactants [NH2:1][C:2]1[CH:3]=[C:4]([CH:19]=[CH:20][CH:21]=1)[O:5][C:6]1[CH:18]=[CH:17][C:9]2[N:10]=[C:11]([NH:13][C:14](=[O:16])[CH3:15])[S:12][C:8]=2[CH:7]=1.[C:22]([C:24]1[CH:25]=[C:26]([CH:30]=[CH:31][CH:32]=1)[C:27](O)=[O:28])#[N:23].O1CCCC1.C(Cl)(=O)C(Cl)=O, predict the reaction product. The product is: [C:14]([NH:13][C:11]1[S:12][C:8]2[CH:7]=[C:6]([O:5][C:4]3[CH:3]=[C:2]([NH:1][C:27](=[O:28])[C:26]4[CH:30]=[CH:31][CH:32]=[C:24]([C:22]#[N:23])[CH:25]=4)[CH:21]=[CH:20][CH:19]=3)[CH:18]=[CH:17][C:9]=2[N:10]=1)(=[O:16])[CH3:15]. (4) Given the reactants [CH3:1][C:2]1[CH:7]=[C:6]([CH3:8])[CH:5]=[C:4]([CH3:9])[C:3]=1[CH2:10][C:11](Cl)=[O:12].C(=O)([O-])[O-].[K+].[K+].[NH2:20][C:21]1([C:30]#[N:31])[CH2:26][CH2:25][N:24]([O:27][CH2:28][CH3:29])[CH2:23][CH2:22]1, predict the reaction product. The product is: [C:30]([C:21]1([NH:20][C:11](=[O:12])[CH2:10][C:3]2[C:2]([CH3:1])=[CH:7][C:6]([CH3:8])=[CH:5][C:4]=2[CH3:9])[CH2:26][CH2:25][N:24]([O:27][CH2:28][CH3:29])[CH2:23][CH2:22]1)#[N:31]. (5) The product is: [CH3:3][N:4]([CH2:1][C:15]1[C:14]2[C:18](=[CH:19][C:20]([Cl:21])=[C:12]([Cl:11])[CH:13]=2)[NH:17][CH:16]=1)[CH3:5]. Given the reactants [CH2:1]=O.[CH3:3][NH:4][CH3:5].S(=O)(=O)(O)O.[Cl:11][C:12]1[CH:13]=[C:14]2[C:18](=[CH:19][C:20]=1[Cl:21])[NH:17][CH:16]=[CH:15]2.[Cl-].[Na+], predict the reaction product. (6) Given the reactants Cl[CH2:2][CH2:3][O:4][C:5]1[C:13]2[C:8](=[N:9][CH:10]=[N:11][C:12]=2[NH:14][C:15]2[CH:20]=[CH:19][C:18]([O:21][CH2:22][C:23]3[CH:28]=[CH:27][CH:26]=[CH:25][N:24]=3)=[C:17]([Cl:29])[CH:16]=2)[NH:7][N:6]=1.[F:30][CH:31]1[CH2:36][CH2:35][NH:34][CH2:33][CH2:32]1, predict the reaction product. The product is: [Cl:29][C:17]1[CH:16]=[C:15]([NH:14][C:12]2[N:11]=[CH:10][N:9]=[C:8]3[NH:7][N:6]=[C:5]([O:4][CH2:3][CH2:2][N:34]4[CH2:35][CH2:36][CH:31]([F:30])[CH2:32][CH2:33]4)[C:13]=23)[CH:20]=[CH:19][C:18]=1[O:21][CH2:22][C:23]1[CH:28]=[CH:27][CH:26]=[CH:25][N:24]=1.